This data is from Reaction yield outcomes from USPTO patents with 853,638 reactions. The task is: Predict the reaction yield, written as a fraction of the theoretical maximum amount of product (1.0 means a 100% yield; for example, 0.34 means a 34% yield). (1) The reactants are [CH:1]([C:4]([C:6]1[S:10][C:9]([NH2:11])=[N:8][C:7]=1[C:12]1[O:13][CH:14]=[CH:15][CH:16]=1)=[O:5])([CH3:3])[CH3:2].[C:17](O)(=[O:24])[C:18]1[CH:23]=[CH:22][N:21]=[CH:20][CH:19]=1.CCN=C=NCCCN(C)C.Cl.O.ON1C2C=CC=CC=2N=N1. The catalyst is CN(C=O)C. The product is [O:13]1[CH:14]=[CH:15][CH:16]=[C:12]1[C:7]1[N:8]=[C:9]([NH:11][C:17]([C:18]2[CH:23]=[CH:22][N:21]=[CH:20][CH:19]=2)=[O:24])[S:10][C:6]=1[C:4](=[O:5])[CH:1]([CH3:3])[CH3:2]. The yield is 0.710. (2) The reactants are O.[NH2:2][NH2:3].[Cl:4][C:5]1[S:31][C:8]2[NH:9][C:10]([C:12]([NH:14][CH:15]3[CH2:24][C:23]4[C:18](=[CH:19][CH:20]=[CH:21][CH:22]=4)[N:17]([CH2:25][C:26]([O:28]C)=O)[C:16]3=[O:30])=[O:13])=[CH:11][C:7]=2[CH:6]=1. The catalyst is CCO. The product is [Cl:4][C:5]1[S:31][C:8]2[NH:9][C:10]([C:12]([NH:14][CH:15]3[CH2:24][C:23]4[C:18](=[CH:19][CH:20]=[CH:21][CH:22]=4)[N:17]([CH2:25][C:26]([NH:2][NH2:3])=[O:28])[C:16]3=[O:30])=[O:13])=[CH:11][C:7]=2[CH:6]=1. The yield is 0.760. (3) The reactants are [C:1]1([C:7]2[CH:8]=[C:9]([C:16]([OH:18])=O)[S:10][C:11]=2[C:12]([F:15])([F:14])[F:13])[CH:6]=[CH:5][CH:4]=[CH:3][CH:2]=1.CC[N:21]=[C:22]=[N:23]CCCN(C)C.[CH:30]1[CH:31]=[CH:32][C:33]2N(O)N=[N:36][C:34]=2[CH:35]=1.O1CCO[CH2:42][CH2:41]1. No catalyst specified. The product is [NH:36]1[C:34]2[C:33](=[CH:32][C:31]([C:22]3[N:23]=[C:16]([C:9]4[S:10][C:11]([C:12]([F:13])([F:14])[F:15])=[C:7]([C:1]5[CH:2]=[CH:3][CH:4]=[CH:5][CH:6]=5)[CH:8]=4)[O:18][N:21]=3)=[CH:30][CH:35]=2)[CH:42]=[CH:41]1. The yield is 0.467. (4) The catalyst is ClCCl.C(OCC)(=O)C. The yield is 0.760. The product is [C:16]([O:20][C:21]([N:23]1[CH2:28][CH2:27][CH2:26][CH2:25][C@@H:24]1[C@@H:29]([OH:41])[C@@H:30]([NH:40][C:1](=[O:3])[CH3:2])[CH2:31][C:32]1[CH:37]=[C:36]([F:38])[CH:35]=[C:34]([F:39])[CH:33]=1)=[O:22])([CH3:19])([CH3:17])[CH3:18]. The reactants are [C:1](N1C=CN=C1)(=[O:3])[CH3:2].C(N(CC)CC)C.[C:16]([O:20][C:21]([N:23]1[CH2:28][CH2:27][CH2:26][CH2:25][C@@H:24]1[C@@H:29]([OH:41])[C@@H:30]([NH2:40])[CH2:31][C:32]1[CH:37]=[C:36]([F:38])[CH:35]=[C:34]([F:39])[CH:33]=1)=[O:22])([CH3:19])([CH3:18])[CH3:17]. (5) The reactants are [C:1]([O:5][C:6](=[O:35])[NH:7][C:8]1[CH:9]=[C:10]2[CH:16]=[C:15]([CH:17]([OH:25])[CH2:18][CH:19]3[CH2:24][CH2:23][O:22][CH2:21][CH2:20]3)[N:14]([S:26]([C:29]3[CH:34]=[CH:33][CH:32]=[CH:31][CH:30]=3)(=[O:28])=[O:27])[C:11]2=[N:12][CH:13]=1)([CH3:4])([CH3:3])[CH3:2].CC(OI1(OC(C)=O)(OC(C)=O)OC(=O)C2C=CC=CC1=2)=O. The catalyst is ClCCl. The product is [C:1]([O:5][C:6](=[O:35])[NH:7][C:8]1[CH:9]=[C:10]2[CH:16]=[C:15]([C:17](=[O:25])[CH2:18][CH:19]3[CH2:20][CH2:21][O:22][CH2:23][CH2:24]3)[N:14]([S:26]([C:29]3[CH:34]=[CH:33][CH:32]=[CH:31][CH:30]=3)(=[O:27])=[O:28])[C:11]2=[N:12][CH:13]=1)([CH3:4])([CH3:2])[CH3:3]. The yield is 0.670. (6) The reactants are [ClH:1].[C:2]1([C:8]2[S:9][C:10]([CH2:20][N:21]3[CH2:25][CH2:24][CH2:23][CH2:22]3)=[C:11]([C:13]([O:15]C(C)(C)C)=[O:14])[N:12]=2)[CH:7]=[CH:6][CH:5]=[CH:4][CH:3]=1. The catalyst is C1COCC1. The product is [ClH:1].[C:2]1([C:8]2[S:9][C:10]([CH2:20][N:21]3[CH2:25][CH2:24][CH2:23][CH2:22]3)=[C:11]([C:13]([OH:15])=[O:14])[N:12]=2)[CH:3]=[CH:4][CH:5]=[CH:6][CH:7]=1. The yield is 0.820.